From a dataset of Forward reaction prediction with 1.9M reactions from USPTO patents (1976-2016). Predict the product of the given reaction. (1) Given the reactants [CH3:1][S:2][CH2:3][C:4]1[N:9]=[C:8]([C:10]2[S:11][C:12]3[CH:20]=[CH:19][CH:18]=[CH:17][C:13]=3[C:14](=[O:16])[N:15]=2)[CH:7]=[CH:6][CH:5]=1.ClC1C=CC=C(C(OO)=[O:29])C=1, predict the reaction product. The product is: [CH3:1][S:2]([CH2:3][C:4]1[N:9]=[C:8]([C:10]2[S:11][C:12]3[CH:20]=[CH:19][CH:18]=[CH:17][C:13]=3[C:14](=[O:16])[N:15]=2)[CH:7]=[CH:6][CH:5]=1)=[O:29]. (2) Given the reactants [O:1]=[C:2]1[CH2:6][CH2:5][C@H:4](/[CH:7]=[CH:8]/[C:9](=[O:20])[CH2:10][CH2:11][CH2:12][CH2:13][C:14]2[CH:19]=[CH:18][CH:17]=[CH:16][CH:15]=2)[N:3]1[CH2:21][CH2:22][CH2:23][CH2:24][CH2:25][CH2:26][C:27]([O:29][CH3:30])=[O:28].[C:31](OCC)(=O)C.CCCCCCC, predict the reaction product. The product is: [CH3:31][CH:10]([CH2:11][CH2:12][CH2:13][C:14]1[CH:15]=[CH:16][CH:17]=[CH:18][CH:19]=1)[C:9](=[O:20])/[CH:8]=[CH:7]/[C@H:4]1[CH2:5][CH2:6][C:2](=[O:1])[N:3]1[CH2:21][CH2:22][CH2:23][CH2:24][CH2:25][CH2:26][C:27]([O:29][CH3:30])=[O:28]. (3) Given the reactants [C:1]([O:5][C:6](=[O:20])[N:7]([CH2:10][C:11]1[CH:16]=[CH:15][C:14]([Cl:17])=[C:13]([CH2:18][OH:19])[CH:12]=1)[CH2:8][CH3:9])([CH3:4])([CH3:3])[CH3:2], predict the reaction product. The product is: [C:1]([O:5][C:6](=[O:20])[N:7]([CH2:10][C:11]1[CH:16]=[CH:15][C:14]([Cl:17])=[C:13]([CH:18]=[O:19])[CH:12]=1)[CH2:8][CH3:9])([CH3:2])([CH3:3])[CH3:4]. (4) Given the reactants [Br:1][C:2]1[C:11]2[C:6](=[C:7]([F:14])[CH:8]=[C:9]([O:12][CH3:13])[CH:10]=2)[N:5]=[CH:4][C:3]=1[NH2:15].[F:16][B-:17]([F:20])([F:19])[F:18].[N:21]#[O+], predict the reaction product. The product is: [F:16][B-:17]([F:20])([F:19])[F:18].[Br:1][C:2]1[C:11]2[C:6](=[C:7]([F:14])[CH:8]=[C:9]([O:12][CH3:13])[CH:10]=2)[N:5]=[CH:4][C:3]=1[N+:15]#[N:21]. (5) Given the reactants Br[C:2]1[O:6][C:5]([C:7]([CH3:10])([CH3:9])[CH3:8])=[N:4][C:3]=1[C:11]([O:13][CH2:14][CH3:15])=[O:12].CCCCP(CCCC)CCCC.[H+].[B-](F)(F)(F)F.[Br-].[CH3:36][C:37]1[CH:44]=[C:43]([CH3:45])[CH:42]=[C:41]([CH3:46])[C:38]=1[CH2:39][Zn+], predict the reaction product. The product is: [C:7]([C:5]1[O:6][C:2]([CH2:39][C:38]2[C:41]([CH3:46])=[CH:42][C:43]([CH3:45])=[CH:44][C:37]=2[CH3:36])=[C:3]([C:11]([O:13][CH2:14][CH3:15])=[O:12])[N:4]=1)([CH3:10])([CH3:9])[CH3:8]. (6) Given the reactants [H-].[Na+].[CH2:3]([C:5]1[CH:6]=[CH:7][C:8]2[C:14](=[O:15])[CH2:13][CH2:12][CH2:11][O:10][C:9]=2[CH:16]=1)[CH3:4].Cl.[CH3:18][O:19][C:20](=O)[O:21]C, predict the reaction product. The product is: [CH3:18][O:19][C:20]([CH:13]1[CH2:12][CH2:11][O:10][C:9]2[CH:16]=[C:5]([CH2:3][CH3:4])[CH:6]=[CH:7][C:8]=2[C:14]1=[O:15])=[O:21]. (7) Given the reactants [Br:1][C:2]1[CH:3]=[C:4]([C:8]#[N:9])[S:5][C:6]=1Br.[CH3:10][C:11]1[C:20]2[C:15](=[CH:16][CH:17]=[CH:18][CH:19]=2)[C:14](B(O)O)=[CH:13][CH:12]=1.[F-].[K+], predict the reaction product. The product is: [Br:1][C:2]1[CH:3]=[C:4]([C:8]#[N:9])[S:5][C:6]=1[C:14]1[C:15]2[C:20](=[CH:19][CH:18]=[CH:17][CH:16]=2)[C:11]([CH3:10])=[CH:12][CH:13]=1. (8) Given the reactants [F:1][C:2]([F:12])([F:11])[O:3][C:4]1[CH:9]=[CH:8][CH:7]=[CH:6][C:5]=1O.[C:13]([O:16][CH2:17][CH3:18])(=[O:15])[CH3:14].C([O-])([O-])=[O:20].[K+].[K+], predict the reaction product. The product is: [F:1][C:2]([F:12])([F:11])[O:3][C:4]1[CH:9]=[CH:8][C:7]([O:20][CH2:14][C:13]([O:16][CH2:17][CH3:18])=[O:15])=[CH:6][CH:5]=1. (9) Given the reactants O.[NH2:2][NH2:3].[CH3:4][C:5]([C:7]1[C:8]([OH:14])=[CH:9][CH:10]=[CH:11][C:12]=1O)=O.C(OC(=O)C)(=O)C.[OH-].[Na+], predict the reaction product. The product is: [CH3:4][C:5]1[C:7]2[C:8]([OH:14])=[CH:9][CH:10]=[CH:11][C:12]=2[NH:3][N:2]=1.